Dataset: Catalyst prediction with 721,799 reactions and 888 catalyst types from USPTO. Task: Predict which catalyst facilitates the given reaction. (1) Product: [Cl:1][C:2]1[CH:3]=[C:4]2[C:8](=[CH:9][CH:10]=1)[N:7]([C:11]1[N:15]([CH3:16])[N:14]=[C:13]([CH3:17])[C:12]=1/[CH:18]=[C:24]1/[C:23](=[O:25])[NH:22][C:21](=[O:26])[S:20]/1)[CH:6]=[CH:5]2. The catalyst class is: 8. Reactant: [Cl:1][C:2]1[CH:3]=[C:4]2[C:8](=[CH:9][CH:10]=1)[N:7]([C:11]1[N:15]([CH3:16])[N:14]=[C:13]([CH3:17])[C:12]=1[CH:18]=O)[CH:6]=[CH:5]2.[S:20]1[CH2:24][C:23](=[O:25])[NH:22][C:21]1=[O:26].N1CCCCC1.Cl. (2) Reactant: [C:1]([C:3]1[CH:33]=[CH:32][C:6]([O:7][CH2:8][CH2:9][N:10]2[CH2:17][CH:16]3[O:18][CH:12]([CH2:13][N:14]([CH2:19][CH2:20][NH:21][S:22]([C:25]4[C:26]([CH3:31])=[N:27][O:28][C:29]=4[CH3:30])(=[O:24])=[O:23])[CH2:15]3)[CH2:11]2)=[CH:5][CH:4]=1)#[N:2].[C:34]([O-])([O-])=O.[Cs+].[Cs+].IC. Product: [C:1]([C:3]1[CH:4]=[CH:5][C:6]([O:7][CH2:8][CH2:9][N:10]2[CH2:17][CH:16]3[O:18][CH:12]([CH2:13][N:14]([CH2:19][CH2:20][N:21]([CH3:34])[S:22]([C:25]4[C:26]([CH3:31])=[N:27][O:28][C:29]=4[CH3:30])(=[O:24])=[O:23])[CH2:15]3)[CH2:11]2)=[CH:32][CH:33]=1)#[N:2]. The catalyst class is: 10. (3) Reactant: [CH2:1]([O:8][C:9]1[CH:14]=[CH:13][N:12]([CH2:15][C:16]2[CH:21]=[CH:20][CH:19]=[C:18]([F:22])[CH:17]=2)[C:11](=[O:23])[C:10]=1I)[C:2]1[CH:7]=[CH:6][CH:5]=[CH:4][CH:3]=1.[CH2:25](N(CC)CC)[CH3:26]. Product: [CH2:1]([O:8][C:9]1[CH:14]=[CH:13][N:12]([CH2:15][C:16]2[CH:21]=[CH:20][CH:19]=[C:18]([F:22])[CH:17]=2)[C:11](=[O:23])[C:10]=1[C:25]#[CH:26])[C:2]1[CH:7]=[CH:6][CH:5]=[CH:4][CH:3]=1. The catalyst class is: 10. (4) Reactant: [CH3:1][C@H:2]1[CH2:6][CH2:5][CH2:4][N:3]1[CH2:7][CH2:8][CH2:9][O:10][C:11]1[CH:16]=[CH:15][C:14]([N:17]2[CH2:22][CH2:21][N:20](C(OC(C)(C)C)=O)[CH2:19][C:18]2=[O:30])=[CH:13][CH:12]=1.C(O)(C(F)(F)F)=O. Product: [CH3:1][C@H:2]1[CH2:6][CH2:5][CH2:4][N:3]1[CH2:7][CH2:8][CH2:9][O:10][C:11]1[CH:16]=[CH:15][C:14]([N:17]2[CH2:22][CH2:21][NH:20][CH2:19][C:18]2=[O:30])=[CH:13][CH:12]=1. The catalyst class is: 2.